This data is from Catalyst prediction with 721,799 reactions and 888 catalyst types from USPTO. The task is: Predict which catalyst facilitates the given reaction. (1) The catalyst class is: 5. Product: [Cl:13][C:3]1[C:2]([NH:1][CH:14]2[CH2:18][CH2:17][CH2:16][CH2:15]2)=[CH:11][C:10]([Cl:12])=[CH:9][C:4]=1[C:5]([O:7][CH3:8])=[O:6]. Reactant: [NH2:1][C:2]1[C:3]([Cl:13])=[C:4]([CH:9]=[C:10]([Cl:12])[CH:11]=1)[C:5]([O:7][CH3:8])=[O:6].[C:14]1(=O)[CH2:18][CH2:17][CH2:16][CH2:15]1.C(O)(=O)C.C([BH3-])#N.[Na+]. (2) Reactant: [Mg].BrCCBr.Cl[CH2:7][C:8]1[CH:13]=[CH:12][CH:11]=[CH:10][C:9]=1[O:14][CH3:15].[CH2:16]([N:23]1[CH2:28][CH2:27][O:26][CH:25]([C:29]([C:31]2[CH:36]=[CH:35][CH:34]=[CH:33][CH:32]=2)=[O:30])[CH2:24]1)[C:17]1[CH:22]=[CH:21][CH:20]=[CH:19][CH:18]=1. Product: [CH2:16]([N:23]1[CH2:28][CH2:27][O:26][CH:25]([C:29]([C:31]2[CH:36]=[CH:35][CH:34]=[CH:33][CH:32]=2)([OH:30])[CH2:7][C:8]2[CH:13]=[CH:12][CH:11]=[CH:10][C:9]=2[O:14][CH3:15])[CH2:24]1)[C:17]1[CH:18]=[CH:19][CH:20]=[CH:21][CH:22]=1. The catalyst class is: 27.